Task: Regression. Given two drug SMILES strings and cell line genomic features, predict the synergy score measuring deviation from expected non-interaction effect.. Dataset: NCI-60 drug combinations with 297,098 pairs across 59 cell lines (1) Drug 2: C1C(C(OC1N2C=NC3=C2NC=NCC3O)CO)O. Synergy scores: CSS=2.48, Synergy_ZIP=-0.830, Synergy_Bliss=-0.733, Synergy_Loewe=-0.113, Synergy_HSA=-0.153. Drug 1: CCC1=CC2CC(C3=C(CN(C2)C1)C4=CC=CC=C4N3)(C5=C(C=C6C(=C5)C78CCN9C7C(C=CC9)(C(C(C8N6C)(C(=O)OC)O)OC(=O)C)CC)OC)C(=O)OC.C(C(C(=O)O)O)(C(=O)O)O. Cell line: NCI/ADR-RES. (2) Drug 1: C1=NC2=C(N=C(N=C2N1C3C(C(C(O3)CO)O)O)F)N. Drug 2: C1=CN(C=N1)CC(O)(P(=O)(O)O)P(=O)(O)O. Cell line: MALME-3M. Synergy scores: CSS=1.53, Synergy_ZIP=2.86, Synergy_Bliss=6.19, Synergy_Loewe=-0.581, Synergy_HSA=0.111. (3) Drug 1: C#CCC(CC1=CN=C2C(=N1)C(=NC(=N2)N)N)C3=CC=C(C=C3)C(=O)NC(CCC(=O)O)C(=O)O. Drug 2: C1CC(=O)NC(=O)C1N2C(=O)C3=CC=CC=C3C2=O. Cell line: KM12. Synergy scores: CSS=-1.22, Synergy_ZIP=-0.602, Synergy_Bliss=-3.40, Synergy_Loewe=-3.43, Synergy_HSA=-4.09. (4) Synergy scores: CSS=-1.92, Synergy_ZIP=-0.237, Synergy_Bliss=-2.68, Synergy_Loewe=-0.366, Synergy_HSA=-3.92. Drug 1: CS(=O)(=O)OCCCCOS(=O)(=O)C. Drug 2: C1C(C(OC1N2C=NC3=C2NC=NCC3O)CO)O. Cell line: SF-268. (5) Drug 1: CN(C(=O)NC(C=O)C(C(C(CO)O)O)O)N=O. Drug 2: N.N.Cl[Pt+2]Cl. Cell line: OVCAR-8. Synergy scores: CSS=12.7, Synergy_ZIP=-9.26, Synergy_Bliss=-1.38, Synergy_Loewe=-19.7, Synergy_HSA=-0.712. (6) Drug 1: C1CN1P(=S)(N2CC2)N3CC3. Drug 2: C1=CC=C(C=C1)NC(=O)CCCCCCC(=O)NO. Cell line: SF-539. Synergy scores: CSS=28.4, Synergy_ZIP=-1.66, Synergy_Bliss=2.14, Synergy_Loewe=-4.89, Synergy_HSA=2.04. (7) Cell line: HOP-92. Synergy scores: CSS=21.9, Synergy_ZIP=-6.91, Synergy_Bliss=-4.71, Synergy_Loewe=-0.942, Synergy_HSA=-3.12. Drug 2: CCN(CC)CCCC(C)NC1=C2C=C(C=CC2=NC3=C1C=CC(=C3)Cl)OC. Drug 1: CCC1(CC2CC(C3=C(CCN(C2)C1)C4=CC=CC=C4N3)(C5=C(C=C6C(=C5)C78CCN9C7C(C=CC9)(C(C(C8N6C)(C(=O)OC)O)OC(=O)C)CC)OC)C(=O)OC)O.OS(=O)(=O)O.